This data is from Experimentally validated miRNA-target interactions with 360,000+ pairs, plus equal number of negative samples. The task is: Binary Classification. Given a miRNA mature sequence and a target amino acid sequence, predict their likelihood of interaction. (1) The miRNA is hsa-miR-144-5p with sequence GGAUAUCAUCAUAUACUGUAAG. The protein sequence of the target gene is MASVLGSGRGSGGLSSQLKCKSKRRRRRRSKRKDKVSILSTFLAPFKHLSPGITNTEDDDTLSTSSAEVKENRNVGNLAARPPPSGDRARGGAPGAKRKRPLEEGNGGHLCKLQLVWKKLSWSVAPKNALVQLHELRPGLQYRTVSQTGPVHAPVFAVAVEVNGLTFEGTGPTKKKAKMRAAELALRSFVQFPNACQAHLAMGGGPGPGTDFTSDQADFPDTLFQEFEPPAPRPGLAGGRPGDAALLSAAYGRRRLLCRALDLVGPTPATPAAPGERNPVVLLNRLRAGLRYVCLAEPAE.... Result: 1 (interaction). (2) The miRNA is mmu-miR-1191a with sequence CAGUCUUACUAUGUAGCCCUA. The protein sequence of the target gene is MGAAARLSAPRALVLWAALGAAAHIGPAPDPEDWWSYKDNLQGNFVPGPPFWGLVNAAWSLCAVGKRQSPVDVELKRVLYDPFLPPLRLSTGGEKLRGTLYNTGRHVSFLPAPRPVVNVSGGPLLYSHRLSELRLLFGARDGAGSEHQINHQGFSAEVQLIHFNQELYGNFSAASRGPNGLAILSLFVNVASTSNPFLSRLLNRDTITRISYKNDAYFLQDLSLELLFPESFGFITYQGSLSTPPCSETVTWILIDRALNITSLQMHSLRLLSQNPPSQIFQSLSGNSRPLQPLAHRALR.... Result: 0 (no interaction). (3) The miRNA is hsa-miR-19a-3p with sequence UGUGCAAAUCUAUGCAAAACUGA. The protein sequence of the target gene is MATEEFRGHAVRMSTQGSQPGAAPDSVAGTAGLPSGQSGGAGLRLGERPPPAMEKRGPYLVTRAPSIQAKLKKHRDHAKAVLRRKGMLGALTNRPDSSGKRSVKFNKGYTALSQSPDENLVSLDSDSDGELESRYSSGYSSAEQVNQDVSRQLLQDGYHLDEIPDDEDLDLIPPKPIASSACSCCWCCLGDSSCTLQ. Result: 0 (no interaction). (4) The miRNA is hsa-miR-4760-5p with sequence UUUAGAUUGAACAUGAAGUUAG. The protein sequence of the target gene is MATKGGTVKAASGFNAMEDAQTLRKAMKGLGTDEDAIISVLAYRNTAQRQEIRTAYKSTIGRDLIDDLKSELSGNFEQVIVGMMTPTVLYDVQELRRAMKGAGTDEGCLIEILASRTPEEIRRISQTYQQQYGRSLEDDIRSDTSFMFQRVLVSLSAGGRDEGNYLDDALVRQDAQDLYEAGEKKWGTDEVKFLTVLCSRNRNHLLHVFDEYKRISQKDIEQSIKSETSGSFEDALLAIVKCMRNKSAYFAEKLYKSMKGLGTDDNTLIRVMVSRAEIDMLDIRAHFKRLYGKSLYSFIK.... Result: 1 (interaction). (5) The miRNA is hsa-miR-4789-3p with sequence CACACAUAGCAGGUGUAUAUA. The protein sequence of the target gene is MDNRFATAFVIACVLSLISTIYMAASIGTDFWYEYRSPIQENSSDSNKIAWEDFLGDEADEKTYNDVLFRYNGSLGLWRRCITIPKNTHWYAPPERTESFDVVTKCMSFTLNEQFMEKYVDPGNHNSGIDLLRTYLWRCQFLLPFVSLGLMCFGALIGLCACICRSLYPTLATGILHLLAGLCTLGSVSCYVAGIELLHQKVELPKDVSGEFGWSFCLACVSAPLQFMAAALFIWAAHTNRKEYTLMKAYRVA. Result: 0 (no interaction).